Dataset: Reaction yield outcomes from USPTO patents with 853,638 reactions. Task: Predict the reaction yield, written as a fraction of the theoretical maximum amount of product (1.0 means a 100% yield; for example, 0.34 means a 34% yield). (1) The reactants are Cl.[NH2:2][CH:3]1[CH2:6][C:5](=[O:7])[CH2:4]1.[CH3:8][C:9]([O:12][C:13](O[C:13]([O:12][C:9]([CH3:11])([CH3:10])[CH3:8])=[O:14])=[O:14])([CH3:11])[CH3:10].C([O-])([O-])=O.[Na+].[Na+]. The catalyst is O.C1COCC1. The product is [O:7]=[C:5]1[CH2:6][CH:3]([NH:2][C:13](=[O:14])[O:12][C:9]([CH3:11])([CH3:10])[CH3:8])[CH2:4]1. The yield is 0.730. (2) The yield is 0.650. The catalyst is CO.[Ag]=O. The reactants are [Br-].[C:2]1([S+:8]([C:15]2[CH:20]=[CH:19][CH:18]=[CH:17][CH:16]=2)[C:9]2[CH:14]=[CH:13][CH:12]=[CH:11][CH:10]=2)[CH:7]=[CH:6][CH:5]=[CH:4][CH:3]=1.[F:21][C:22]1[C:27]([OH:28])=[C:26]([F:29])[C:25]([F:30])=[C:24]([F:31])[C:23]=1[F:32]. The product is [F:21][C:22]1[C:27]([O-:28])=[C:26]([F:29])[C:25]([F:30])=[C:24]([F:31])[C:23]=1[F:32].[C:15]1([S+:8]([C:2]2[CH:3]=[CH:4][CH:5]=[CH:6][CH:7]=2)[C:9]2[CH:14]=[CH:13][CH:12]=[CH:11][CH:10]=2)[CH:16]=[CH:17][CH:18]=[CH:19][CH:20]=1. (3) The reactants are Br[CH:2]([C:7]1[CH:8]=[C:9]([Cl:15])[C:10]([Cl:14])=[C:11]([Cl:13])[CH:12]=1)[C:3]([F:6])([F:5])[F:4].[CH:16]([C:18]1[CH:19]=[C:20]2[C:24](=[CH:25][CH:26]=1)[C:23](=[O:27])[CH2:22][CH2:21]2)=[CH2:17].N1C=CC=CC=1C1C=CC=CN=1. The catalyst is ClC1C=CC=CC=1Cl.Cl[Cu]. The product is [F:4][C:3]([F:6])([F:5])[CH:2]([C:7]1[CH:8]=[C:9]([Cl:15])[C:10]([Cl:14])=[C:11]([Cl:13])[CH:12]=1)/[CH:17]=[CH:16]/[C:18]1[CH:19]=[C:20]2[C:24](=[CH:25][CH:26]=1)[C:23](=[O:27])[CH2:22][CH2:21]2. The yield is 0.250. (4) The reactants are [C:1]1([CH2:7][C@H:8]([NH2:11])[CH2:9][NH2:10])[CH:6]=[CH:5][CH:4]=[CH:3][CH:2]=1.C[Al](C)C.[F:16][C:17]1[CH:40]=[CH:39][C:20]([CH2:21][N:22]2[CH2:26][CH2:25][N:24]([C:27]3[S:31][C:30]([C:32](OCC)=O)=[C:29]([CH3:37])[CH:28]=3)[C:23]2=[O:38])=[CH:19][CH:18]=1. The catalyst is C1(C)C=CC=CC=1. The product is [CH2:7]([CH:8]1[CH2:9][NH:10][C:32]([C:30]2[S:31][C:27]([N:24]3[CH2:25][CH2:26][N:22]([CH2:21][C:20]4[CH:39]=[CH:40][C:17]([F:16])=[CH:18][CH:19]=4)[C:23]3=[O:38])=[CH:28][C:29]=2[CH3:37])=[N:11]1)[C:1]1[CH:6]=[CH:5][CH:4]=[CH:3][CH:2]=1. The yield is 0.290.